Task: Predict the reactants needed to synthesize the given product.. Dataset: Full USPTO retrosynthesis dataset with 1.9M reactions from patents (1976-2016) (1) Given the product [F:6][C:7]1[CH:8]=[CH:9][C:10]2[CH2:17][C:16]3[CH:18]=[CH:19][CH:20]=[CH:21][C:15]=3[C@@H:13]([CH2:5][CH:4]=[CH2:3])[C@H:12]([OH:14])[C:11]=2[CH:22]=1.[F:6][C:7]1[CH:8]=[CH:9][C:10]2[CH2:17][C:16]3[CH:18]=[CH:19][CH:20]=[CH:21][C:15]=3[C@@H:13]([OH:14])[C@H:12]([CH2:5][CH:4]=[CH2:3])[C:11]=2[CH:22]=1, predict the reactants needed to synthesize it. The reactants are: Br[Mg][CH2:3][CH:4]=[CH2:5].[F:6][C:7]1[CH:8]=[CH:9][C:10]2[CH2:17][C:16]3[CH:18]=[CH:19][CH:20]=[CH:21][C:15]=3[CH:13]3[O:14][CH:12]3[C:11]=2[CH:22]=1. (2) Given the product [ClH:28].[CH3:3][O:4][C:17](=[O:50])[C@@H:18]([NH2:29])[CH2:19][NH:20][C:21]([C:23]1[S:24][C:25]([Cl:28])=[CH:26][CH:27]=1)=[O:22], predict the reactants needed to synthesize it. The reactants are: FC(F)(F)[C:3](O)=[O:4].C1(N2CCN([C:17](=[O:50])[C@@H:18]([NH:29]S(C3C=CC=C(N4CCCCC4=O)C=3OC(F)F)(=O)=O)[CH2:19][NH:20][C:21]([C:23]3[S:24][C:25]([Cl:28])=[CH:26][CH:27]=3)=[O:22])CC2)CC1.Cl. (3) Given the product [CH2:20]([O:27][C:28]1[CH:29]=[C:30]([CH2:36][CH2:37][NH:38][C:11](=[O:13])/[CH:10]=[CH:9]/[C:6]2[CH:7]=[N:8][C:3]([O:2][CH3:1])=[CH:4][CH:5]=2)[CH:31]=[CH:32][C:33]=1[O:34][CH3:35])[C:21]1[CH:22]=[CH:23][CH:24]=[CH:25][CH:26]=1, predict the reactants needed to synthesize it. The reactants are: [CH3:1][O:2][C:3]1[N:8]=[CH:7][C:6](/[CH:9]=[CH:10]/[C:11]([OH:13])=O)=[CH:5][CH:4]=1.C(Cl)(=O)C(Cl)=O.[CH2:20]([O:27][C:28]1[CH:29]=[C:30]([CH2:36][CH2:37][NH2:38])[CH:31]=[CH:32][C:33]=1[O:34][CH3:35])[C:21]1[CH:26]=[CH:25][CH:24]=[CH:23][CH:22]=1.CCN(C(C)C)C(C)C.